Dataset: Forward reaction prediction with 1.9M reactions from USPTO patents (1976-2016). Task: Predict the product of the given reaction. (1) Given the reactants Br[C:2]1[N:7]=[CH:6][CH:5]=[CH:4][N:3]=1.Cl.[NH2:9][C:10]1[CH:11]=[C:12](B(O)O)[CH:13]=[N:14][CH:15]=1.C([O-])([O-])=O.[K+].[K+], predict the reaction product. The product is: [N:3]1[CH:4]=[CH:5][CH:6]=[N:7][C:2]=1[C:12]1[CH:11]=[C:10]([NH2:9])[CH:15]=[N:14][CH:13]=1. (2) Given the reactants [CH3:1][C:2]1[CH:3]=[N:4][N:5]([C:7]2[CH:12]=[CH:11][N:10]=[CH:9][C:8]=2[N:13]2[CH2:18][CH2:17][CH:16]([C:19]([OH:21])=O)[CH2:15][CH2:14]2)[CH:6]=1.Cl.[F:23][C@@H:24]1[CH2:28][CH2:27][NH:26][CH2:25]1.CN(C(ON1N=NC2C=CC=NC1=2)=[N+](C)C)C.F[P-](F)(F)(F)(F)F.CCN(C(C)C)C(C)C, predict the reaction product. The product is: [F:23][C@@H:24]1[CH2:28][CH2:27][N:26]([C:19]([CH:16]2[CH2:15][CH2:14][N:13]([C:8]3[CH:9]=[N:10][CH:11]=[CH:12][C:7]=3[N:5]3[CH:6]=[C:2]([CH3:1])[CH:3]=[N:4]3)[CH2:18][CH2:17]2)=[O:21])[CH2:25]1. (3) Given the reactants [P:1](Cl)(Cl)([O:3][C:4]1[CH:9]=[CH:8][CH:7]=[CH:6][CH:5]=1)=[O:2].[F:12][C:13]1[C:18]([OH:19])=[C:17]([F:20])[C:16]([F:21])=[C:15]([F:22])[C:14]=1[F:23].CCN(CC)CC.[ClH:31].[NH2:32][C@@H:33]([CH3:44])[C:34]([O:36][CH2:37][C:38]1[CH:43]=[CH:42][CH:41]=[CH:40][CH:39]=1)=[O:35], predict the reaction product. The product is: [Cl:31][C:7]1[CH:8]=[CH:9][C:4]([O:3][P:1]([NH:32][C@@H:33]([CH3:44])[C:34]([O:36][CH2:37][C:38]2[CH:43]=[CH:42][CH:41]=[CH:40][CH:39]=2)=[O:35])([O:19][C:18]2[C:13]([F:12])=[C:14]([F:23])[C:15]([F:22])=[C:16]([F:21])[C:17]=2[F:20])=[O:2])=[CH:5][CH:6]=1. (4) Given the reactants [N+:1]([C:4]1[CH:9]=[CH:8][C:7]([N:10]2[CH2:13][CH:12]([NH:14][C:15](=[O:21])[O:16][C:17]([CH3:20])([CH3:19])[CH3:18])[CH2:11]2)=[CH:6][CH:5]=1)([O-:3])=[O:2].I[CH3:23], predict the reaction product. The product is: [CH3:23][N:14]([CH:12]1[CH2:13][N:10]([C:7]2[CH:8]=[CH:9][C:4]([N+:1]([O-:3])=[O:2])=[CH:5][CH:6]=2)[CH2:11]1)[C:15](=[O:21])[O:16][C:17]([CH3:18])([CH3:20])[CH3:19]. (5) Given the reactants C(OC([N:8]1[CH2:17][CH2:16][C:11]2[N:12]=[CH:13][N:14]=[CH:15][C:10]=2[CH2:9]1)=O)(C)(C)C.FC(F)(F)C(O)=O, predict the reaction product. The product is: [N:12]1[C:11]2[CH2:16][CH2:17][NH:8][CH2:9][C:10]=2[CH:15]=[N:14][CH:13]=1. (6) Given the reactants C(OC(=O)[NH:7][CH2:8][CH2:9][N:10]1[C:18]2[C:17]([NH:19][C:20]3[CH:21]=[N:22][C:23]([O:27][C:28]4[CH:33]=[CH:32][CH:31]=[C:30]([O:34][C:35]([F:38])([F:37])[F:36])[CH:29]=4)=[C:24]([Cl:26])[CH:25]=3)=[N:16][CH:15]=[N:14][C:13]=2[CH:12]=[CH:11]1)(C)(C)C.[ClH:40], predict the reaction product. The product is: [ClH:26].[ClH:40].[ClH:26].[NH2:7][CH2:8][CH2:9][N:10]1[C:18]2[C:17]([NH:19][C:20]3[CH:21]=[N:22][C:23]([O:27][C:28]4[CH:33]=[CH:32][CH:31]=[C:30]([O:34][C:35]([F:36])([F:37])[F:38])[CH:29]=4)=[C:24]([Cl:26])[CH:25]=3)=[N:16][CH:15]=[N:14][C:13]=2[CH:12]=[CH:11]1.